From a dataset of NCI-60 drug combinations with 297,098 pairs across 59 cell lines. Regression. Given two drug SMILES strings and cell line genomic features, predict the synergy score measuring deviation from expected non-interaction effect. Drug 1: CN(CC1=CN=C2C(=N1)C(=NC(=N2)N)N)C3=CC=C(C=C3)C(=O)NC(CCC(=O)O)C(=O)O. Drug 2: C1=NC2=C(N=C(N=C2N1C3C(C(C(O3)CO)O)O)F)N. Cell line: SK-MEL-5. Synergy scores: CSS=35.2, Synergy_ZIP=-3.40, Synergy_Bliss=-6.86, Synergy_Loewe=-65.2, Synergy_HSA=-7.34.